Dataset: Reaction yield outcomes from USPTO patents with 853,638 reactions. Task: Predict the reaction yield, written as a fraction of the theoretical maximum amount of product (1.0 means a 100% yield; for example, 0.34 means a 34% yield). (1) The reactants are C1[O:15][C:4]2([C:8]3([CH2:13][CH2:12][C:11](=[O:14])[CH2:10][CH2:9]3)[CH2:7][CH2:6][O:5]2)OC1.[H-].[Al+3].[Li+].[H-].[H-].[H-].O.[OH-].[Na+].[O:25]1CC[CH2:27][CH2:26]1. No catalyst specified. The product is [OH:15][CH2:4][C:8]1([CH2:7][CH2:6][OH:5])[CH2:9][CH2:10][C:11]2([O:14][CH2:27][CH2:26][O:25]2)[CH2:12][CH2:13]1. The yield is 1.00. (2) The reactants are [F:1][C:2]1[CH:26]=[N:25][C:5]2[NH:6][C:7](=[O:24])[N:8]([CH2:10][CH:11]3[CH2:16][CH2:15][N:14]([C:17]([O:19][C:20]([CH3:23])([CH3:22])[CH3:21])=[O:18])[CH2:13][CH2:12]3)[CH2:9][C:4]=2[CH:3]=1.I[C:28]1[CH:33]=[CH:32][N:31]=[C:30]([C:34]#[N:35])[CH:29]=1. No catalyst specified. The product is [C:34]([C:30]1[CH:29]=[C:28]([N:6]2[C:5]3[N:25]=[CH:26][C:2]([F:1])=[CH:3][C:4]=3[CH2:9][N:8]([CH2:10][CH:11]3[CH2:16][CH2:15][N:14]([C:17]([O:19][C:20]([CH3:22])([CH3:23])[CH3:21])=[O:18])[CH2:13][CH2:12]3)[C:7]2=[O:24])[CH:33]=[CH:32][N:31]=1)#[N:35]. The yield is 1.00. (3) The reactants are [F:1][C:2]1[CH:3]=[CH:4][C:5]([C:18]([O:20][CH3:21])=[O:19])=[N:6][C:7]=1[CH:8]1[CH2:17][CH2:16][C:11]2(OCC[O:12]2)[CH2:10][CH2:9]1.C(O)(=O)C(O)=O.C([O-])(O)=O.[Na+].C(OCC)(=O)C. The catalyst is CC(C)=O.O.[Cl-].[Na+].O. The product is [F:1][C:2]1[CH:3]=[CH:4][C:5]([C:18]([O:20][CH3:21])=[O:19])=[N:6][C:7]=1[CH:8]1[CH2:9][CH2:10][C:11](=[O:12])[CH2:16][CH2:17]1. The yield is 0.980. (4) The reactants are [CH3:1][C:2]([C:6]1[NH:7][C:8]2[C:13]([CH:14]=1)=[CH:12][C:11]([N+:15]([O-])=O)=[CH:10][CH:9]=2)([CH3:5])[CH2:3][OH:4].O.O.[Sn](Cl)(Cl)(Cl)Cl. The catalyst is C(O)C.C(OCC)(=O)C.O. The product is [NH2:15][C:11]1[CH:12]=[C:13]2[C:8](=[CH:9][CH:10]=1)[NH:7][C:6]([C:2]([CH3:5])([CH3:1])[CH2:3][OH:4])=[CH:14]2. The yield is 0.980. (5) The reactants are [OH:1][C:2]1[C:3](=[O:16])[NH:4][N:5]=[C:6]([CH2:8][CH2:9][C:10]2[CH:15]=CC=CC=2)[CH:7]=1.C(OC1N=NC(C=C2CC2)=CC=1OCC1C=CC=CC=1)C1C=CC=CC=1. The catalyst is CO. The product is [CH:9]1([CH2:8][C:6]2[CH:7]=[C:2]([OH:1])[C:3](=[O:16])[NH:4][N:5]=2)[CH2:10][CH2:15]1. The yield is 0.460. (6) The reactants are [H-].[Na+].[Cl:3][C:4]1[CH:9]=[CH:8][CH:7]=[CH:6][C:5]=1[OH:10].Cl[CH2:12][CH2:13][CH2:14][O:15][C:16](=[O:18])[CH3:17].[Cl-].[NH4+]. The catalyst is CN(C)C=O. The product is [Cl:3][C:4]1[CH:9]=[CH:8][CH:7]=[CH:6][C:5]=1[O:10][CH2:12][CH2:13][CH2:14][O:15][C:16](=[O:18])[CH3:17]. The yield is 0.900. (7) The reactants are O=[C:2]1[C:7]([C:8]([O:10][CH3:11])=[O:9])=[CH:6][CH:5]=[CH:4][O:3]1.N[C:13]1[CH:14]=[N:15][CH:16]=[CH:17][CH:18]=1.CC[N:21]=C=NCCCN(C)C.Cl. The catalyst is CN(C=O)C.CN(C1C=CN=CC=1)C. The product is [O:3]=[C:2]1[C:7]([C:8]([O:10][CH3:11])=[O:9])=[CH:6][CH:5]=[CH:4][N:21]1[C:16]1[CH:17]=[CH:18][CH:13]=[CH:14][N:15]=1. The yield is 0.720.